From a dataset of HIV replication inhibition screening data with 41,000+ compounds from the AIDS Antiviral Screen. Binary Classification. Given a drug SMILES string, predict its activity (active/inactive) in a high-throughput screening assay against a specified biological target. (1) The drug is CCOC(=O)CSc1[nH]c2nc(C)nc(Cl)c2c1C#N. The result is 0 (inactive). (2) The molecule is O=c1nc(Oc2c(F)c(F)c(F)c(F)c2F)ccn1C1OC(CO)C(O)C1O. The result is 0 (inactive). (3) The drug is O=C1N2Cc3c4ccc5c3CN3C(=O)N6Cc7c(ccc(c7CN1C6(c1ccccc1)C23c1ccccc1)OCCOCCNCCOCCO4)OCCOCCNCCOCCO5. The result is 0 (inactive). (4) The molecule is CCC12CCC(=S)N(CCSc3ccccc3)C1c1c(n(S(=O)(=O)c3ccc(OC)cc3)c3ccccc13)CC2. The result is 0 (inactive). (5) The drug is FC1(F)SC2C3CCC(C3)C2C1(F)F. The result is 0 (inactive). (6) The compound is O=C(OCCN1C2CCCC1CCC2)C(O)(c1ccccc1)c1ccccc1. The result is 0 (inactive). (7) The result is 0 (inactive). The drug is CCOC1(NC(=O)N(C)C)C2CCCC21. (8) The molecule is COc1ccc(C(=C(I)c2ccccc2)c2ccc(OC)cc2)cc1. The result is 0 (inactive). (9) The molecule is Cn1cc(S(=O)(=O)NC(=O)Nc2ccc(Cl)cc2)c(=O)c2ccc(Cl)cc21. The result is 0 (inactive).